From a dataset of Reaction yield outcomes from USPTO patents with 853,638 reactions. Predict the reaction yield, written as a fraction of the theoretical maximum amount of product (1.0 means a 100% yield; for example, 0.34 means a 34% yield). (1) The reactants are [H-].[Al+3].[Li+].[H-].[H-].[H-].[CH2:7]([N:14]([CH:22]([CH3:45])[CH:23]([C:25]1[C:33]2[C:28](=[C:29]([F:35])[CH:30]=[C:31]([F:34])[CH:32]=2)[N:27](S(C2C=CC=CC=2)(=O)=O)[CH:26]=1)O)[CH2:15][C:16]1[CH:21]=[CH:20][CH:19]=[CH:18][CH:17]=1)[C:8]1[CH:13]=[CH:12][CH:11]=[CH:10][CH:9]=1. The catalyst is O1CCOCC1.O1CCCC1. The product is [CH2:15]([N:14]([CH2:7][C:8]1[CH:9]=[CH:10][CH:11]=[CH:12][CH:13]=1)[C@@H:22]([CH3:45])[CH2:23][C:25]1[C:33]2[C:28](=[C:29]([F:35])[CH:30]=[C:31]([F:34])[CH:32]=2)[NH:27][CH:26]=1)[C:16]1[CH:17]=[CH:18][CH:19]=[CH:20][CH:21]=1. The yield is 0.860. (2) The reactants are [Cl:1][C:2]1[C:3]2[C:32]3[C:31]([Cl:33])=[CH:30][C:20]4[C:21](=[O:29])O[C:23](=[O:28])[C:24]5=[CH:25][C:26]([Cl:27])=[C:17]([C:18]=3[C:19]=45)[C:16]3[C:4]=2[C:5]2[C:6](=[CH:14][C:15]=3[Cl:34])[C:7](=[O:13])O[C:9](=[O:12])[C:10]=2[CH:11]=1.[NH2:35][CH2:36][CH2:37][C:38]([OH:40])=[O:39]. The yield is 0.910. The catalyst is N1C=CC=CC=1. The product is [Cl:34][C:15]1[C:16]2[C:17]3[C:26]([Cl:27])=[CH:25][C:24]4[C:23](=[O:28])[N:35]([CH2:36][CH2:37][C:38]([OH:40])=[O:39])[C:21](=[O:29])[C:20]5=[CH:30][C:31]([Cl:33])=[C:32]([C:18]=3[C:19]=45)[C:3]3[C:4]=2[C:5]2[C:10](=[CH:11][C:2]=3[Cl:1])[C:9](=[O:12])[N:35]([CH2:36][CH2:37][C:38]([OH:40])=[O:39])[C:7](=[O:13])[C:6]=2[CH:14]=1. (3) The reactants are [CH:1]12[C:10](=[O:11])[O:9][C:7](=[O:8])[CH:3]([CH2:4][CH2:5][CH2:6]1)[CH2:2]2.[Br-].CCO[CH2:16][CH3:17]. The catalyst is C1COCC1.[Cu]I. The product is [C:7]([C@@H:3]1[CH2:4][CH2:5][CH2:6][C@H:1]([C:10]([OH:9])=[O:11])[CH2:2]1)(=[O:8])[C:17]1[CH:16]=[CH:3][CH:2]=[CH:1][CH:6]=1. The yield is 0.770. (4) The reactants are [F:1][C:2]1[CH:7]=[CH:6][C:5]([NH:8][CH2:9][C:10](O)=[O:11])=[C:4]([N+:13]([O-])=O)[CH:3]=1. The catalyst is C(O)(=O)C.C(OCC)(=O)C.[Fe]. The product is [F:1][C:2]1[CH:3]=[C:4]2[C:5]([NH:8][CH2:9][C:10](=[O:11])[NH:13]2)=[CH:6][CH:7]=1. The yield is 0.720.